From a dataset of Peptide-MHC class I binding affinity with 185,985 pairs from IEDB/IMGT. Regression. Given a peptide amino acid sequence and an MHC pseudo amino acid sequence, predict their binding affinity value. This is MHC class I binding data. The peptide sequence is YRVRNVQTL. The MHC is HLA-A02:01 with pseudo-sequence HLA-A02:01. The binding affinity (normalized) is 0.0847.